The task is: Binary Classification. Given a T-cell receptor sequence (or CDR3 region) and an epitope sequence, predict whether binding occurs between them.. This data is from TCR-epitope binding with 47,182 pairs between 192 epitopes and 23,139 TCRs. (1) The epitope is GPGHKARVL. The TCR CDR3 sequence is CATSSRGGETQYF. Result: 1 (the TCR binds to the epitope). (2) The epitope is GLIYNRMGAVTTEV. The TCR CDR3 sequence is CSVDSPQTDGGYYEQYF. Result: 0 (the TCR does not bind to the epitope). (3) The epitope is RLRAEAQVK. The TCR CDR3 sequence is CASSLGGGNNEQYF. Result: 1 (the TCR binds to the epitope). (4) The epitope is LEPLVDLPI. Result: 0 (the TCR does not bind to the epitope). The TCR CDR3 sequence is CASSKKLDSFSYEQYF. (5) The epitope is FVDGVPFVV. The TCR CDR3 sequence is CASSYSIGTEQYF. Result: 1 (the TCR binds to the epitope). (6) The epitope is YLQPRTFLL. Result: 1 (the TCR binds to the epitope). The TCR CDR3 sequence is CASTGLNTGELFF. (7) The epitope is GLCTLVAML. The TCR CDR3 sequence is CAWSGLVSGGNEQYF. Result: 1 (the TCR binds to the epitope). (8) Result: 0 (the TCR does not bind to the epitope). The TCR CDR3 sequence is CASSSTGELFF. The epitope is IPSINVHHY. (9) The epitope is FLPRVFSAV. The TCR CDR3 sequence is CASSFFGSNQPQHF. Result: 1 (the TCR binds to the epitope).